Task: Predict the reaction yield, written as a fraction of the theoretical maximum amount of product (1.0 means a 100% yield; for example, 0.34 means a 34% yield).. Dataset: Reaction yield outcomes from USPTO patents with 853,638 reactions (1) The reactants are [F:1][C:2]1[CH:10]=[C:9]([C:11]2[CH:16]=[CH:15][C:14]([O:17][CH2:18][CH:19]3[CH2:24][CH2:23][N:22]([CH2:25][C:26]([F:29])([CH3:28])[CH3:27])[CH2:21][CH2:20]3)=[CH:13][N:12]=2)[CH:8]=[CH:7][C:3]=1[C:4](O)=[O:5].Cl.[OH:31][C@H:32]1[CH2:36][NH:35][C@H:34]([C:37]([O:39][CH3:40])=[O:38])[CH2:33]1.C(Cl)CCl.C1C=CC2N(O)N=NC=2C=1.CCN(C(C)C)C(C)C. The catalyst is CN(C=O)C.O. The product is [F:1][C:2]1[CH:10]=[C:9]([C:11]2[CH:16]=[CH:15][C:14]([O:17][CH2:18][CH:19]3[CH2:24][CH2:23][N:22]([CH2:25][C:26]([F:29])([CH3:27])[CH3:28])[CH2:21][CH2:20]3)=[CH:13][N:12]=2)[CH:8]=[CH:7][C:3]=1[C:4]([N:35]1[CH2:36][C@H:32]([OH:31])[CH2:33][C@H:34]1[C:37]([O:39][CH3:40])=[O:38])=[O:5]. The yield is 0.880. (2) The reactants are [C:1]([N:20]1[CH2:22][CH:21]1[C:23]([OH:25])=[O:24])([C:14]1[CH:19]=[CH:18][CH:17]=[CH:16][CH:15]=1)([C:8]1[CH:13]=[CH:12][CH:11]=[CH:10][CH:9]=1)[C:2]1[CH:7]=[CH:6][CH:5]=[CH:4][CH:3]=1.F[P-](F)(F)(F)(F)F.N1(O[P+](N(C)C)(N(C)C)N(C)C)C2C=CC=CC=2N=N1.O[N:54]1[C:58](=[O:59])[CH2:57][CH2:56][C:55]1=[O:60].C(N(C(C)C)C(C)C)C. The catalyst is ClCCl. The product is [O:60]=[C:55]1[CH2:56][CH2:57][C:58](=[O:59])[N:54]1[O:24][C:23]([CH:21]1[CH2:22][N:20]1[C:1]([C:8]1[CH:13]=[CH:12][CH:11]=[CH:10][CH:9]=1)([C:14]1[CH:15]=[CH:16][CH:17]=[CH:18][CH:19]=1)[C:2]1[CH:7]=[CH:6][CH:5]=[CH:4][CH:3]=1)=[O:25]. The yield is 0.640. (3) The reactants are [CH3:1][CH:2]([NH:9][CH:10]1[CH2:15][CH2:14][N:13]([CH3:16])[CH2:12][CH2:11]1)[C:3]1[CH:8]=[CH:7][CH:6]=[CH:5][CH:4]=1.[CH3:17][O:18][C:19]1[CH:24]=[CH:23][C:22]([CH2:25][C:26](Cl)=[O:27])=[CH:21][CH:20]=1. The catalyst is ClCCl. The product is [CH3:17][O:18][C:19]1[CH:24]=[CH:23][C:22]([CH2:25][C:26]([N:9]([CH:2]([CH3:1])[C:3]2[CH:8]=[CH:7][CH:6]=[CH:5][CH:4]=2)[CH:10]2[CH2:15][CH2:14][N:13]([CH3:16])[CH2:12][CH2:11]2)=[O:27])=[CH:21][CH:20]=1. The yield is 0.700. (4) The reactants are [Cl:1][C:2]1[N:7]=[CH:6][C:5]([S:8][C:9]2[N:13]([C:14]3[CH:19]=[C:18]([CH3:20])[CH:17]=[CH:16][C:15]=3[F:21])[N:12]=[C:11]([C:22]([O:24]CC)=O)[CH:10]=2)=[CH:4][CH:3]=1.[CH3:27][NH2:28].CO. The catalyst is CO. The product is [Cl:1][C:2]1[N:7]=[CH:6][C:5]([S:8][C:9]2[N:13]([C:14]3[CH:19]=[C:18]([CH3:20])[CH:17]=[CH:16][C:15]=3[F:21])[N:12]=[C:11]([C:22]([NH:28][CH3:27])=[O:24])[CH:10]=2)=[CH:4][CH:3]=1. The yield is 0.930.